This data is from Full USPTO retrosynthesis dataset with 1.9M reactions from patents (1976-2016). The task is: Predict the reactants needed to synthesize the given product. Given the product [C:40]([O:39][C:37]([N:33]1[CH2:34][CH2:35][CH2:36][C@@H:31]([C:29](=[O:30])[C:9]2[CH:10]=[CH:11][CH:12]=[CH:13][C:8]=2[C:3]2[CH:4]=[CH:5][CH:6]=[CH:7][C:2]=2[Cl:14])[CH2:32]1)=[O:38])([CH3:43])([CH3:42])[CH3:41], predict the reactants needed to synthesize it. The reactants are: Br[C:2]1([Cl:14])[CH2:7][CH:6]=[CH:5][CH:4]=[C:3]1[C:8]1[CH:13]=[CH:12][CH:11]=[CH:10][CH:9]=1.[Li]CCCC.CCCCCC.CON(C)[C:29]([C@@H:31]1[CH2:36][CH2:35][CH2:34][N:33]([C:37]([O:39][C:40]([CH3:43])([CH3:42])[CH3:41])=[O:38])[CH2:32]1)=[O:30].